This data is from Full USPTO retrosynthesis dataset with 1.9M reactions from patents (1976-2016). The task is: Predict the reactants needed to synthesize the given product. Given the product [Cl:18][C:5]1[CH:6]=[C:7]([C:8]([C:10]2[C:11]([CH:16]=[CH2:17])=[N:12][CH:13]=[CH:14][CH:15]=2)=[O:9])[C:2]([CH:19]=[CH2:20])=[N:3][CH:4]=1, predict the reactants needed to synthesize it. The reactants are: Cl[C:2]1[C:7]([C:8]([C:10]2[C:11]([CH:16]=[CH2:17])=[N:12][CH:13]=[CH:14][CH:15]=2)=[O:9])=[CH:6][C:5]([Cl:18])=[CH:4][N:3]=1.[CH:19]([B-](F)(F)F)=[CH2:20].[K+].